Dataset: Full USPTO retrosynthesis dataset with 1.9M reactions from patents (1976-2016). Task: Predict the reactants needed to synthesize the given product. (1) Given the product [CH3:24][C:21]1[N:20]=[C:19]([C:25]([O:27][CH3:28])=[O:26])[C:18]([C:15]#[C:14][Si:11]([CH3:13])([CH3:12])[CH3:10])=[CH:23][CH:22]=1, predict the reactants needed to synthesize it. The reactants are: CCN(C(C)C)C(C)C.[CH3:10][Si:11]([C:14]#[CH:15])([CH3:13])[CH3:12].O.I[C:18]1[C:19]([C:25]([O:27][CH3:28])=[O:26])=[N:20][C:21]([CH3:24])=[CH:22][CH:23]=1. (2) Given the product [Br:6][C:7]1[CH:12]=[CH:11][CH:10]=[C:9]([Si:15]([CH3:17])([CH3:16])[CH3:14])[CH:8]=1, predict the reactants needed to synthesize it. The reactants are: [Li]CCCC.[Br:6][C:7]1[CH:12]=[CH:11][CH:10]=[C:9](Br)[CH:8]=1.[CH3:14][Si:15](Cl)([CH3:17])[CH3:16].O. (3) Given the product [NH2:27][CH2:26][C:24]1[NH:25][C:21]([C:19]([NH:18][C@H:16]([CH3:17])[CH2:15][N:12]2[CH:13]=[CH:14][C:10]([C:4]3[CH:5]=[CH:6][C:7]([C:8]#[N:9])=[C:2]([Cl:1])[CH:3]=3)=[N:11]2)=[O:20])=[CH:22][N:23]=1, predict the reactants needed to synthesize it. The reactants are: [Cl:1][C:2]1[CH:3]=[C:4]([C:10]2[CH:14]=[CH:13][N:12]([CH2:15][C@H:16]([NH:18][C:19]([C:21]3[NH:25][C:24]([CH2:26][NH:27]C(=O)OC(C)(C)C)=[N:23][CH:22]=3)=[O:20])[CH3:17])[N:11]=2)[CH:5]=[CH:6][C:7]=1[C:8]#[N:9].Cl. (4) Given the product [Cl:8][C:9]1[N:10]=[N:11][C:12]([Cl:16])=[CH:13][C:14]=1[N:17]1[CH2:22][CH2:21][CH:20]([C:23](=[O:25])[CH3:24])[CH2:19][CH2:18]1, predict the reactants needed to synthesize it. The reactants are: C(N(CC)CC)C.[Cl:8][C:9]1[N:10]=[N:11][C:12]([Cl:16])=[CH:13][C:14]=1Cl.[NH:17]1[CH2:22][CH2:21][CH:20]([C:23](=[O:25])[CH3:24])[CH2:19][CH2:18]1. (5) Given the product [CH3:4][Si:2]([CH2:5][N:6]1[CH:10]=[C:9]([CH2:11][OH:12])[N:8]=[N:7]1)([CH3:1])[CH3:3], predict the reactants needed to synthesize it. The reactants are: [CH3:1][Si:2]([CH2:5][N:6]1[CH:10]=[C:9]([C:11](OCC)=[O:12])[N:8]=[N:7]1)([CH3:4])[CH3:3].[H-].[H-].[H-].[H-].[Li+].[Al+3]. (6) Given the product [CH:1]1([CH2:5][NH:6][C:7]([C:9]2[C:14]([NH:15][C:16]([C:18]3[C:27]4[C:22](=[CH:23][CH:24]=[CH:25][CH:26]=4)[C:21]([CH2:28][N:29]4[CH:33]=[CH:32][N:31]=[N:30]4)=[CH:20][CH:19]=3)=[O:17])=[CH:13][CH:12]=[C:11]([O:34][CH2:36][CH2:37][OH:38])[N:10]=2)=[O:8])[CH2:4][CH2:3][CH2:2]1, predict the reactants needed to synthesize it. The reactants are: [CH:1]1([CH2:5][NH:6][C:7]([C:9]2[C:14]([NH:15][C:16]([C:18]3[C:27]4[C:22](=[CH:23][CH:24]=[CH:25][CH:26]=4)[C:21]([CH2:28][N:29]4[CH:33]=[CH:32][N:31]=[N:30]4)=[CH:20][CH:19]=3)=[O:17])=[CH:13][CH:12]=[C:11]([OH:34])[N:10]=2)=[O:8])[CH2:4][CH2:3][CH2:2]1.Br[CH2:36][CH2:37][OH:38].